Dataset: Catalyst prediction with 721,799 reactions and 888 catalyst types from USPTO. Task: Predict which catalyst facilitates the given reaction. Reactant: [C:1]([O:5][C:6]([N:8]1[CH2:13][CH2:12][C@:11]([OH:26])([C:14]2[CH:19]=[CH:18][C:17]([CH2:20][O:21][CH2:22][CH2:23][O:24][CH3:25])=[CH:16][CH:15]=2)[C@@H:10]([O:27][CH2:28][C:29]2[CH:30]=[CH:31][C:32]3[O:37][CH2:36][C:35](=O)[N:34]([CH2:39][CH2:40][CH2:41][O:42][CH3:43])[C:33]=3[CH:44]=2)[CH2:9]1)=[O:7])([CH3:4])([CH3:3])[CH3:2].B.C1COCC1.CO. Product: [C:1]([O:5][C:6]([N:8]1[CH2:13][CH2:12][C@:11]([OH:26])([C:14]2[CH:15]=[CH:16][C:17]([CH2:20][O:21][CH2:22][CH2:23][O:24][CH3:25])=[CH:18][CH:19]=2)[C@@H:10]([O:27][CH2:28][C:29]2[CH:30]=[CH:31][C:32]3[O:37][CH2:36][CH2:35][N:34]([CH2:39][CH2:40][CH2:41][O:42][CH3:43])[C:33]=3[CH:44]=2)[CH2:9]1)=[O:7])([CH3:3])([CH3:4])[CH3:2]. The catalyst class is: 1.